Regression. Given two drug SMILES strings and cell line genomic features, predict the synergy score measuring deviation from expected non-interaction effect. From a dataset of NCI-60 drug combinations with 297,098 pairs across 59 cell lines. (1) Drug 1: CC1CCC2CC(C(=CC=CC=CC(CC(C(=O)C(C(C(=CC(C(=O)CC(OC(=O)C3CCCCN3C(=O)C(=O)C1(O2)O)C(C)CC4CCC(C(C4)OC)O)C)C)O)OC)C)C)C)OC. Drug 2: CC1=C(C(=CC=C1)Cl)NC(=O)C2=CN=C(S2)NC3=CC(=NC(=N3)C)N4CCN(CC4)CCO. Cell line: MALME-3M. Synergy scores: CSS=6.58, Synergy_ZIP=-5.86, Synergy_Bliss=-5.47, Synergy_Loewe=-9.70, Synergy_HSA=-4.34. (2) Drug 1: C1=CC(=CC=C1C#N)C(C2=CC=C(C=C2)C#N)N3C=NC=N3. Drug 2: CCCCC(=O)OCC(=O)C1(CC(C2=C(C1)C(=C3C(=C2O)C(=O)C4=C(C3=O)C=CC=C4OC)O)OC5CC(C(C(O5)C)O)NC(=O)C(F)(F)F)O. Cell line: SK-MEL-5. Synergy scores: CSS=58.9, Synergy_ZIP=-2.18, Synergy_Bliss=-4.91, Synergy_Loewe=-3.47, Synergy_HSA=-3.33. (3) Drug 1: C1CC2CC3=C(CC1C24CN(S(=O)(=O)N4)CC(F)(F)F)C=CC(=C3)C=CCN5CCC(CC5)C(F)(F)F. Drug 2: CNC(=O)C1=NC=CC(=C1)OC2=CC=C(C=C2)NC(=O)NC3=CC(=C(C=C3)Cl)C(F)(F)F. Cell line: HCT116. Synergy scores: CSS=84.0, Synergy_ZIP=7.90, Synergy_Bliss=7.63, Synergy_Loewe=-1.35, Synergy_HSA=11.3. (4) Drug 1: CC1=C(C=C(C=C1)NC(=O)C2=CC=C(C=C2)CN3CCN(CC3)C)NC4=NC=CC(=N4)C5=CN=CC=C5. Drug 2: C1CN(P(=O)(OC1)NCCCl)CCCl. Cell line: KM12. Synergy scores: CSS=0.823, Synergy_ZIP=4.58, Synergy_Bliss=8.45, Synergy_Loewe=3.42, Synergy_HSA=2.76. (5) Drug 1: C1CC(=O)NC(=O)C1N2CC3=C(C2=O)C=CC=C3N. Drug 2: CN(C)N=NC1=C(NC=N1)C(=O)N. Cell line: HCC-2998. Synergy scores: CSS=0.903, Synergy_ZIP=0.758, Synergy_Bliss=-2.62, Synergy_Loewe=-4.47, Synergy_HSA=-3.70.